This data is from Full USPTO retrosynthesis dataset with 1.9M reactions from patents (1976-2016). The task is: Predict the reactants needed to synthesize the given product. (1) The reactants are: [OH:1][CH:2]1[CH2:7][CH2:6][N:5]([C:8]([O:10][CH2:11][C:12]2[CH:17]=[CH:16][CH:15]=[CH:14][CH:13]=2)=[O:9])[CH2:4][CH2:3]1.Cl[CH2:19][C:20]([N:22]([CH3:24])[CH3:23])=[O:21].C1(C)C=CC=CC=1.[OH-].[Na+]. Given the product [CH3:23][N:22]([CH3:24])[C:20](=[O:21])[CH2:19][O:1][CH:2]1[CH2:3][CH2:4][N:5]([C:8]([O:10][CH2:11][C:12]2[CH:17]=[CH:16][CH:15]=[CH:14][CH:13]=2)=[O:9])[CH2:6][CH2:7]1, predict the reactants needed to synthesize it. (2) Given the product [N:12]1([CH2:11][C:9]2[N:10]=[C:6]3[CH:5]=[CH:4][CH:3]=[C:2]([NH:30][CH2:29][CH2:28][N:27]([CH3:31])[CH3:26])[N:7]3[CH:8]=2)[C@H:25]2[C@H:16]([CH2:17][CH2:18][C:19]3[C:24]2=[N:23][CH:22]=[CH:21][CH:20]=3)[CH2:15][CH2:14][CH2:13]1, predict the reactants needed to synthesize it. The reactants are: F[C:2]1[N:7]2[CH:8]=[C:9]([CH2:11][N:12]3[C@H:25]4[C@H:16]([CH2:17][CH2:18][C:19]5[C:24]4=[N:23][CH:22]=[CH:21][CH:20]=5)[CH2:15][CH2:14][CH2:13]3)[N:10]=[C:6]2[CH:5]=[CH:4][CH:3]=1.[CH3:26][N:27]([CH3:31])[CH2:28][CH2:29][NH2:30]. (3) Given the product [I:11][C:10]1[N:9]=[C:8]([CH:12]2[CH2:17][CH2:16][NH:15][CH2:14][CH2:13]2)[N:4]2[CH:5]=[CH:6][N:7]=[C:2]([NH2:1])[C:3]=12, predict the reactants needed to synthesize it. The reactants are: [NH2:1][C:2]1[C:3]2[N:4]([C:8]([CH:12]3[CH2:17][CH2:16][N:15](C(OCC4C=CC=CC=4)=O)[CH2:14][CH2:13]3)=[N:9][C:10]=2[I:11])[CH:5]=[CH:6][N:7]=1. (4) The reactants are: [Li][CH2:2]CCC.[Br:6][C:7]1[C:8]([CH:16]=O)=[CH:9][C:10]2[O:14][CH2:13][O:12][C:11]=2[CH:15]=1.O. Given the product [Br:6][C:7]1[C:8]([CH:16]=[CH2:2])=[CH:9][C:10]2[O:14][CH2:13][O:12][C:11]=2[CH:15]=1, predict the reactants needed to synthesize it. (5) Given the product [NH2:1][C:2]1[C:7]([N+:8]([O-:10])=[O:9])=[C:6]([CH3:11])[C:5]([Cl:12])=[CH:4][N:3]=1, predict the reactants needed to synthesize it. The reactants are: [NH2:1][C:2]1[C:7]([N+:8]([O-:10])=[O:9])=[C:6]([CH3:11])[CH:5]=[CH:4][N:3]=1.[Cl:12]N1C(=O)CCC1=O.